Dataset: Full USPTO retrosynthesis dataset with 1.9M reactions from patents (1976-2016). Task: Predict the reactants needed to synthesize the given product. (1) Given the product [Cl:1][C:2]1[CH:3]=[C:4]([CH2:8][CH2:9][O:10][CH2:11][CH2:12][C:13]([OH:15])=[O:14])[CH:5]=[CH:6][CH:7]=1, predict the reactants needed to synthesize it. The reactants are: [Cl:1][C:2]1[CH:3]=[C:4]([CH2:8][CH2:9][O:10][CH2:11][CH2:12][C:13]([O:15]C(C)(C)C)=[O:14])[CH:5]=[CH:6][CH:7]=1.FC(F)(F)C(O)=O. (2) Given the product [Cl:11][CH2:12][CH2:13][CH2:14][CH2:15][N:7]1[C:6]2[CH:10]=[C:2]([F:1])[CH:3]=[CH:4][C:5]=2[N:9]=[CH:8]1, predict the reactants needed to synthesize it. The reactants are: [F:1][C:2]1[CH:3]=[CH:4][C:5]2[N:9]=[CH:8][NH:7][C:6]=2[CH:10]=1.[Cl:11][CH2:12][CH2:13][CH2:14][CH2:15]Br. (3) Given the product [CH3:30][O:29][C:26]1[CH:27]=[C:28]2[C:23](=[CH:24][C:25]=1[O:31][CH3:32])[N:22]=[CH:21][CH:20]=[C:19]2[O:7][C:8]1[CH:9]=[CH:10][C:11]([CH2:14][C:15]([OH:17])=[O:16])=[CH:12][CH:13]=1, predict the reactants needed to synthesize it. The reactants are: C(=O)([O-])[O-].[Cs+].[Cs+].[OH:7][C:8]1[CH:13]=[CH:12][C:11]([CH2:14][C:15]([OH:17])=[O:16])=[CH:10][CH:9]=1.Cl[C:19]1[C:28]2[C:23](=[CH:24][C:25]([O:31][CH3:32])=[C:26]([O:29][CH3:30])[CH:27]=2)[N:22]=[CH:21][CH:20]=1.